Dataset: Forward reaction prediction with 1.9M reactions from USPTO patents (1976-2016). Task: Predict the product of the given reaction. (1) Given the reactants O.S([O-])(OCCCCCCCCCCCC)(=O)=O.[Na+].[CH2:20]=[C:21]1[CH2:26][CH2:25][O:24][C:22]1=[O:23].[C:27]([O:31][CH2:32][CH2:33][CH2:34][CH3:35])(=[O:30])[CH:28]=[CH2:29].[C:36]([OH:40])(=[O:39])[CH:37]=[CH2:38].S(OOS([O-])(=O)=O)([O-])(=O)=O.[Na+].[Na+].[OH-].[Na+], predict the reaction product. The product is: [CH2:20]=[C:21]1[CH2:26][CH2:25][O:24][C:22]1=[O:23].[CH3:35][CH2:34][CH2:33][CH2:32][O:31][C:27]([CH:28]=[CH2:29])=[O:30].[C:36]([OH:40])(=[O:39])[CH:37]=[CH2:38]. (2) Given the reactants [Cl:1][C:2]1[N:3]=[C:4]([N:21]2[CH2:26][CH2:25][O:24][CH2:23][CH2:22]2)[C:5]2[N:11]=[CH:10][C:9]([C:12]3[CH:20]=[CH:19][C:15]([C:16](O)=[O:17])=[CH:14][CH:13]=3)=[CH:8][C:6]=2[N:7]=1.[CH:27]1([NH2:30])[CH2:29][CH2:28]1.CN(C=O)C.CN(C(ON1N=NC2C=CC=NC1=2)=[N+](C)C)C.F[P-](F)(F)(F)(F)F, predict the reaction product. The product is: [Cl:1][C:2]1[N:3]=[C:4]([N:21]2[CH2:22][CH2:23][O:24][CH2:25][CH2:26]2)[C:5]2[N:11]=[CH:10][C:9]([C:12]3[CH:20]=[CH:19][C:15]([C:16]([NH:30][CH:27]4[CH2:29][CH2:28]4)=[O:17])=[CH:14][CH:13]=3)=[CH:8][C:6]=2[N:7]=1. (3) Given the reactants Br[C:2]1[CH:7]=[CH:6][N:5]([CH:8]([CH:14]([CH3:16])[CH3:15])[C:9]([O:11][CH2:12][CH3:13])=[O:10])[C:4](=[O:17])[CH:3]=1.[Cl:18][C:19]1[CH:20]=[CH:21][C:22]([C:28]#[N:29])=[C:23](B(O)O)[CH:24]=1, predict the reaction product. The product is: [Cl:18][C:19]1[CH:24]=[CH:23][C:22]([C:28]#[N:29])=[C:21]([C:2]2[CH:7]=[CH:6][N:5]([CH:8]([CH:14]([CH3:16])[CH3:15])[C:9]([O:11][CH2:12][CH3:13])=[O:10])[C:4](=[O:17])[CH:3]=2)[CH:20]=1.